Dataset: Forward reaction prediction with 1.9M reactions from USPTO patents (1976-2016). Task: Predict the product of the given reaction. (1) Given the reactants C(O[BH-](OC(=O)C)OC(=O)C)(=O)C.[Na+].[CH3:15][O:16][CH:17]([O:30][CH3:31])[C:18]1[C:27]([CH:28]=O)=[CH:26][C:25]2[CH2:24][CH2:23][CH2:22][NH:21][C:20]=2[N:19]=1.Cl.Cl.[NH2:34][CH2:35][CH2:36][N:37]([CH3:44])[CH2:38][C:39](OCC)=[O:40].C(N(CC)CC)C.C([O-])(O)=O.[Na+], predict the reaction product. The product is: [CH3:15][O:16][CH:17]([O:30][CH3:31])[C:18]1[C:27]([CH2:28][N:34]2[CH2:35][CH2:36][N:37]([CH3:44])[CH2:38][C:39]2=[O:40])=[CH:26][C:25]2[CH2:24][CH2:23][CH2:22][NH:21][C:20]=2[N:19]=1. (2) Given the reactants Br[CH2:2][C:3]([C:5]1[CH:6]=[N:7][CH:8]=[CH:9][CH:10]=1)=O.Br.[Br:12][C:13]1[N:18]=[CH:17][C:16]([NH:19][C:20]([NH2:22])=[S:21])=[CH:15][CH:14]=1, predict the reaction product. The product is: [Br:12][C:13]1[N:18]=[CH:17][C:16]([NH:19][C:20]2[S:21][CH:2]=[C:3]([C:5]3[CH:6]=[N:7][CH:8]=[CH:9][CH:10]=3)[N:22]=2)=[CH:15][CH:14]=1. (3) Given the reactants [C:1]1([C:7]2[N:8]=[C:9]([CH2:19][N:20]3C(=O)C4C(=CC=CC=4)C3=O)[S:10][C:11]=2[S:12][C:13]2[CH:18]=[CH:17][CH:16]=[CH:15][CH:14]=2)[CH:6]=[CH:5][CH:4]=[CH:3][CH:2]=1.O.NN.O, predict the reaction product. The product is: [C:1]1([C:7]2[N:8]=[C:9]([CH2:19][NH2:20])[S:10][C:11]=2[S:12][C:13]2[CH:14]=[CH:15][CH:16]=[CH:17][CH:18]=2)[CH:2]=[CH:3][CH:4]=[CH:5][CH:6]=1. (4) Given the reactants C(Cl)(=O)OC.C(N(CC)CC)C.[CH2:13]([C:15]1[C:20]([O:21]C(OC)=O)=[CH:19][C:18]([O:26]C(OC)=O)=[C:17]([C:31]2[CH:36]=[CH:35][CH:34]=[C:33]([O:37][CH3:38])[CH:32]=2)[C:16]=1[CH2:39][C:40]([O:42][CH3:43])=[O:41])[CH3:14].[BH4-].[Na+].N, predict the reaction product. The product is: [CH2:13]([C:15]1[C:20]([OH:21])=[CH:19][C:18]([OH:26])=[C:17]([C:31]2[CH:36]=[CH:35][CH:34]=[C:33]([O:37][CH3:38])[CH:32]=2)[C:16]=1[CH2:39][C:40]([O:42][CH3:43])=[O:41])[CH3:14]. (5) Given the reactants [Br:1][C:2]1[N:3]=[C:4](S(C)(=O)=O)[C:5]2[N:6]([C:8]([I:11])=[CH:9][N:10]=2)[CH:7]=1.[CH2:16]([NH2:20])[CH:17]([CH3:19])[CH3:18].O, predict the reaction product. The product is: [Br:1][C:2]1[N:3]=[C:4]([NH:20][CH2:16][CH:17]([CH3:19])[CH3:18])[C:5]2[N:6]([C:8]([I:11])=[CH:9][N:10]=2)[CH:7]=1.